Dataset: Full USPTO retrosynthesis dataset with 1.9M reactions from patents (1976-2016). Task: Predict the reactants needed to synthesize the given product. (1) Given the product [CH2:1]([O:3][C:4](=[O:20])[CH:5]([C:13]1[CH:18]=[CH:17][C:16]([B:21]2[O:25][C:24]([CH3:27])([CH3:26])[C:23]([CH3:29])([CH3:28])[O:22]2)=[CH:15][CH:14]=1)[CH2:6][C:7]1[CH:12]=[CH:11][CH:10]=[CH:9][CH:8]=1)[CH3:2], predict the reactants needed to synthesize it. The reactants are: [CH2:1]([O:3][C:4](=[O:20])[CH:5]([C:13]1[CH:18]=[CH:17][C:16](Br)=[CH:15][CH:14]=1)[CH2:6][C:7]1[CH:12]=[CH:11][CH:10]=[CH:9][CH:8]=1)[CH3:2].[B:21]1([B:21]2[O:25][C:24]([CH3:27])([CH3:26])[C:23]([CH3:29])([CH3:28])[O:22]2)[O:25][C:24]([CH3:27])([CH3:26])[C:23]([CH3:29])([CH3:28])[O:22]1. (2) Given the product [CH3:1][C:2]1[C:3](=[O:9])[CH2:4][CH2:5][CH2:6][C:7]=1[NH:10][C:11]1[CH:19]=[CH:18][C:14]([C:15]([NH2:17])=[O:16])=[CH:13][CH:12]=1, predict the reactants needed to synthesize it. The reactants are: [CH3:1][CH:2]1[C:7](=O)[CH2:6][CH2:5][CH2:4][C:3]1=[O:9].[NH2:10][C:11]1[CH:19]=[CH:18][C:14]([C:15]([NH2:17])=[O:16])=[CH:13][CH:12]=1.